Predict the reaction yield, written as a fraction of the theoretical maximum amount of product (1.0 means a 100% yield; for example, 0.34 means a 34% yield). From a dataset of Reaction yield outcomes from USPTO patents with 853,638 reactions. (1) The reactants are [CH2:1]([C:5]1[N:10]=[C:9]([CH3:11])[N:8]([C:12]2[CH:17]=[CH:16][CH:15]=[C:14]([CH:18]([OH:20])[CH3:19])[CH:13]=2)[C:7](=[O:21])[C:6]=1[CH2:22][C:23]1[CH:28]=[CH:27][C:26]([C:29]2[CH:34]=[CH:33][CH:32]=[CH:31][C:30]=2[C:35]2[NH:39][C:38](=[O:40])[O:37][N:36]=2)=[CH:25][CH:24]=1)[CH2:2][CH2:3][CH3:4].CC(OI1(OC(C)=O)(OC(C)=O)OC(=O)C2C1=CC=CC=2)=O.C(OCC)(=O)C.S([O-])([O-])(=O)=S.[Na+].[Na+]. The catalyst is C(#N)C.O. The product is [C:18]([C:14]1[CH:13]=[C:12]([N:8]2[C:7](=[O:21])[C:6]([CH2:22][C:23]3[CH:24]=[CH:25][C:26]([C:29]4[CH:34]=[CH:33][CH:32]=[CH:31][C:30]=4[C:35]4[NH:39][C:38](=[O:40])[O:37][N:36]=4)=[CH:27][CH:28]=3)=[C:5]([CH2:1][CH2:2][CH2:3][CH3:4])[N:10]=[C:9]2[CH3:11])[CH:17]=[CH:16][CH:15]=1)(=[O:20])[CH3:19]. The yield is 0.710. (2) The reactants are [Br:1][CH2:2][C:3]([C:5]1[C:13]2[C:8](=[N:9][CH:10]=[C:11]([Br:14])[CH:12]=2)[NH:7][CH:6]=1)=O.[NH2:15][C:16]([NH2:18])=[S:17]. The catalyst is CCO. The product is [BrH:1].[Br:14][C:11]1[CH:12]=[C:13]2[C:5]([C:3]3[N:15]=[C:16]([NH2:18])[S:17][CH:2]=3)=[CH:6][NH:7][C:8]2=[N:9][CH:10]=1. The yield is 0.700. (3) The reactants are [C:1]([O:5][C:6]([N:8]1[C:12]([CH2:26][CH2:27][C:28]2[CH:33]=[CH:32][C:31]([O:34][CH2:35][C:36]3[CH:41]=[CH:40][CH:39]=[CH:38][CH:37]=3)=[CH:30][CH:29]=2)([CH2:13][O:14]C(=O)C2C=CC=CC=2[N+]([O-])=O)[CH2:11][O:10][C:9]1([CH3:43])[CH3:42])=[O:7])([CH3:4])([CH3:3])[CH3:2].C([O-])([O-])=O.[K+].[K+]. The catalyst is CO.C1COCC1. The product is [C:1]([O:5][C:6]([N:8]1[C:12]([CH2:26][CH2:27][C:28]2[CH:29]=[CH:30][C:31]([O:34][CH2:35][C:36]3[CH:41]=[CH:40][CH:39]=[CH:38][CH:37]=3)=[CH:32][CH:33]=2)([CH2:13][OH:14])[CH2:11][O:10][C:9]1([CH3:43])[CH3:42])=[O:7])([CH3:4])([CH3:2])[CH3:3]. The yield is 0.850. (4) The reactants are [OH:1][CH:2]([C:16]1[CH:21]=[CH:20][C:19]([CH3:22])=[CH:18][CH:17]=1)[C:3]#[C:4][C:5]1([OH:15])[CH2:14][CH2:13][C:8]2([O:12][CH2:11][CH2:10][O:9]2)[CH2:7][CH2:6]1. The catalyst is ClCCl.[O-2].[O-2].[Mn+4]. The product is [OH:15][C:5]1([C:4]#[C:3][C:2]([C:16]2[CH:21]=[CH:20][C:19]([CH3:22])=[CH:18][CH:17]=2)=[O:1])[CH2:14][CH2:13][C:8]2([O:12][CH2:11][CH2:10][O:9]2)[CH2:7][CH2:6]1. The yield is 0.820. (5) The reactants are [F:1][C:2]([F:13])([F:12])[C:3]([C:6]1[O:10][N:9]=[C:8]([NH2:11])[CH:7]=1)([CH3:5])[CH3:4].C(=O)([O-])[O-].[K+].[K+].Cl[C:21]([O:23][C:24]1[CH:29]=[CH:28][C:27]([Cl:30])=[CH:26][CH:25]=1)=[O:22]. The catalyst is C1COCC1. The product is [F:13][C:2]([F:1])([F:12])[C:3]([C:6]1[O:10][N:9]=[C:8]([NH:11][C:21](=[O:22])[O:23][C:24]2[CH:29]=[CH:28][C:27]([Cl:30])=[CH:26][CH:25]=2)[CH:7]=1)([CH3:5])[CH3:4]. The yield is 0.390. (6) The reactants are [CH3:1][C:2]1[CH:11]=[C:10]([CH3:12])[C:9]2[C:4](=[CH:5][CH:6]=[CH:7][CH:8]=2)[C:3]=1[N:13]1[C:17]([CH3:18])=[N:16][N:15]=[C:14]1[SH:19].[Br:20][C:21]1[CH:26]=[CH:25][CH:24]=[CH:23][C:22]=1[NH:27][C:28](=[O:31])[CH2:29]Cl.C(=O)([O-])[O-].[K+].[K+].O. The catalyst is CN(C)C=O. The product is [Br:20][C:21]1[CH:26]=[CH:25][CH:24]=[CH:23][C:22]=1[NH:27][C:28](=[O:31])[CH2:29][S:19][C:14]1[N:13]([C:3]2[C:4]3[C:9](=[CH:8][CH:7]=[CH:6][CH:5]=3)[C:10]([CH3:12])=[CH:11][C:2]=2[CH3:1])[C:17]([CH3:18])=[N:16][N:15]=1. The yield is 0.580. (7) The reactants are [CH2:1]([CH:3]1[CH:7]([C:8]2[N:12]3[C:13]4[CH:19]=[CH:18][N:17]([CH2:20][O:21][CH2:22][CH2:23][Si:24]([CH3:27])([CH3:26])[CH3:25])[C:14]=4[N:15]=[CH:16][C:11]3=[N:10][N:9]=2)[CH2:6][CH:5]([OH:28])[CH2:4]1)[CH3:2].[H-].[Na+].Cl[C:32]1[CH:37]=[N:36][C:35]([C:38]#[N:39])=[CH:34][N:33]=1. The catalyst is CN(C=O)C. The product is [CH2:1]([CH:3]1[CH:7]([C:8]2[N:12]3[C:13]4[CH:19]=[CH:18][N:17]([CH2:20][O:21][CH2:22][CH2:23][Si:24]([CH3:26])([CH3:25])[CH3:27])[C:14]=4[N:15]=[CH:16][C:11]3=[N:10][N:9]=2)[CH2:6][CH:5]([O:28][C:32]2[N:33]=[CH:34][C:35]([C:38]#[N:39])=[N:36][CH:37]=2)[CH2:4]1)[CH3:2]. The yield is 0.690. (8) The reactants are [Br:1][C:2]1[C:7]([CH2:8][OH:9])=[CH:6][CH:5]=[CH:4][N:3]=1.N1C=CN=C1.[CH3:15][C:16]([Si:19](Cl)([CH3:21])[CH3:20])([CH3:18])[CH3:17]. The catalyst is CN(C=O)C.O.CCOC(C)=O. The product is [Br:1][C:2]1[C:7]([CH2:8][O:9][Si:19]([C:16]([CH3:18])([CH3:17])[CH3:15])([CH3:21])[CH3:20])=[CH:6][CH:5]=[CH:4][N:3]=1. The yield is 0.940. (9) The reactants are Br[C:2]1[C:3]([F:28])=[C:4]([N:8]2[CH:13]=[C:12]([O:14][CH3:15])[C:11](=[O:16])[C:10]([C:17]3[N:21]([C:22]4[CH:27]=[CH:26][CH:25]=[CH:24][CH:23]=4)[N:20]=[CH:19][CH:18]=3)=[N:9]2)[CH:5]=[CH:6][CH:7]=1.[N:29]1[CH:34]=[CH:33][CH:32]=[C:31](B(O)O)[CH:30]=1.C([O-])([O-])=O.[Na+].[Na+].C([O-])(O)=O.[Na+]. The catalyst is COCCOC.O.C1C=CC([P]([Pd]([P](C2C=CC=CC=2)(C2C=CC=CC=2)C2C=CC=CC=2)([P](C2C=CC=CC=2)(C2C=CC=CC=2)C2C=CC=CC=2)[P](C2C=CC=CC=2)(C2C=CC=CC=2)C2C=CC=CC=2)(C2C=CC=CC=2)C2C=CC=CC=2)=CC=1. The product is [F:28][C:3]1[C:2]([C:31]2[CH:30]=[N:29][CH:34]=[CH:33][CH:32]=2)=[CH:7][CH:6]=[CH:5][C:4]=1[N:8]1[CH:13]=[C:12]([O:14][CH3:15])[C:11](=[O:16])[C:10]([C:17]2[N:21]([C:22]3[CH:27]=[CH:26][CH:25]=[CH:24][CH:23]=3)[N:20]=[CH:19][CH:18]=2)=[N:9]1. The yield is 0.480.